Dataset: Reaction yield outcomes from USPTO patents with 853,638 reactions. Task: Predict the reaction yield, written as a fraction of the theoretical maximum amount of product (1.0 means a 100% yield; for example, 0.34 means a 34% yield). (1) The reactants are [CH2:1]([O:4][CH:5]([C:18]1[CH:23]=[CH:22][CH:21]=[C:20]([C:24]2[C:29]([CH3:30])=[CH:28][C:27]([CH3:31])=[CH:26][C:25]=2[CH3:32])[N:19]=1)[CH:6]=[C:7]([C:13]([O:15][CH2:16][CH3:17])=[O:14])[C:8]([O:10]CC)=O)[CH2:2][CH3:3]. The catalyst is C1C=CC(C2C=CC=CC=2)=CC=1.C1C=CC(OC2C=CC=CC=2)=CC=1. The product is [C:29]1([CH3:30])[CH:28]=[C:27]([CH3:31])[CH:26]=[C:25]([CH3:32])[C:24]=1[C:20]1[N:19]2[C:18]([CH:23]=[CH:22][CH:21]=1)=[C:5]([O:4][CH2:1][CH2:2][CH3:3])[CH:6]=[C:7]([C:13]([O:15][CH2:16][CH3:17])=[O:14])[C:8]2=[O:10]. The yield is 0.0700. (2) The reactants are [OH:1]/[CH:2]=[C:3](/[CH2:8][C:9]1[C:17]2[C:12](=[CH:13][CH:14]=[CH:15][CH:16]=2)[N:11]([CH3:18])[CH:10]=1)\[C:4](OC)=O.[NH2:19][C:20]([NH2:22])=[S:21]. The catalyst is CO. The product is [CH3:18][N:11]1[C:12]2[C:17](=[CH:16][CH:15]=[CH:14][CH:13]=2)[C:9]([CH2:8][C:3]2[C:2](=[O:1])[NH:19][C:20](=[S:21])[NH:22][CH:4]=2)=[CH:10]1. The yield is 0.183. (3) The reactants are [CH3:1][N:2]1[C:11]2[C:6](=[CH:7][C:8]3[O:14][CH2:13][O:12][C:9]=3[CH:10]=2)[CH:5]([C:15]2[CH:20]=[CH:19][CH:18]=[CH:17][CH:16]=2)[NH:4][C:3]1=[O:21].[O-][Mn](=O)(=O)=O.[K+]. The catalyst is O1CCOCC1. The product is [CH3:1][N:2]1[C:11]2[C:6](=[CH:7][C:8]3[O:14][CH2:13][O:12][C:9]=3[CH:10]=2)[C:5]([C:15]2[CH:20]=[CH:19][CH:18]=[CH:17][CH:16]=2)=[N:4][C:3]1=[O:21]. The yield is 0.420. (4) The reactants are CO.[CH3:3][C:4]1[C:12]([CH3:13])=[C:11]([O:14][CH3:15])[CH:10]=[C:9]2[C:5]=1[CH:6]=[C:7]([C:16]([O:18]CC)=[O:17])[NH:8]2.[OH-].[Na+]. The catalyst is O1CCOCC1. The product is [CH3:3][C:4]1[C:12]([CH3:13])=[C:11]([O:14][CH3:15])[CH:10]=[C:9]2[C:5]=1[CH:6]=[C:7]([C:16]([OH:18])=[O:17])[NH:8]2. The yield is 0.920. (5) The reactants are [C:1]([C:5]1[CH:10]=[CH:9][CH:8]=[CH:7][C:6]=1[N:11]1[CH2:16][CH2:15][N:14]([C:17]([C:19]2[CH:24]=[CH:23][C:22]([OH:25])=[CH:21][CH:20]=2)=[O:18])[CH2:13][CH2:12]1)([CH3:4])([CH3:3])[CH3:2].Br[CH2:27][C:28]([O:30][CH3:31])=[O:29].C(=O)([O-])[O-].[K+].[K+].CN(C)C=O. The catalyst is O. The product is [C:1]([C:5]1[CH:10]=[CH:9][CH:8]=[CH:7][C:6]=1[N:11]1[CH2:12][CH2:13][N:14]([C:17]([C:19]2[CH:20]=[CH:21][C:22]([O:25][CH2:27][C:28]([O:30][CH3:31])=[O:29])=[CH:23][CH:24]=2)=[O:18])[CH2:15][CH2:16]1)([CH3:4])([CH3:2])[CH3:3]. The yield is 0.590. (6) The reactants are [OH:1][CH:2]1[CH2:7][CH2:6][N:5]([C:8]2[CH:9]=[CH:10][C:11](=[O:14])[NH:12][N:13]=2)[CH2:4][CH2:3]1.CCN(C(C)C)C(C)C.[C:24](Cl)(=[O:35])[O:25][C:26]1[CH:31]=[CH:30][C:29]([N+:32]([O-:34])=[O:33])=[CH:28][CH:27]=1. The catalyst is N1C=CC=CC=1. The product is [C:24](=[O:35])([O:1][CH:2]1[CH2:7][CH2:6][N:5]([C:8]2[CH:9]=[CH:10][C:11](=[O:14])[NH:12][N:13]=2)[CH2:4][CH2:3]1)[O:25][C:26]1[CH:27]=[CH:28][C:29]([N+:32]([O-:34])=[O:33])=[CH:30][CH:31]=1. The yield is 0.460. (7) The reactants are S(=O)(=O)(O)O.[Cl:6][C:7]1[CH:15]=[C:11]([C:12]([OH:14])=[O:13])[C:10]([OH:16])=[CH:9][CH:8]=1.[C:17](OC(=O)C)(=[O:19])[CH3:18]. No catalyst specified. The product is [C:17]([O:16][C:10]1[CH:9]=[CH:8][C:7]([Cl:6])=[CH:15][C:11]=1[C:12]([OH:14])=[O:13])(=[O:19])[CH3:18]. The yield is 0.930.